Predict the product of the given reaction. From a dataset of Forward reaction prediction with 1.9M reactions from USPTO patents (1976-2016). Given the reactants O.[NH2:2][NH2:3].Cl[C:5]1[C:6]([C:12](=O)[CH2:13][C:14]2[CH:19]=[CH:18][CH:17]=[CH:16][C:15]=2[F:20])=[N:7][CH:8]=[C:9]([Cl:11])[CH:10]=1, predict the reaction product. The product is: [Cl:11][C:9]1[CH:10]=[C:5]2[NH:3][N:2]=[C:12]([CH2:13][C:14]3[CH:19]=[CH:18][CH:17]=[CH:16][C:15]=3[F:20])[C:6]2=[N:7][CH:8]=1.